Dataset: Peptide-MHC class I binding affinity with 185,985 pairs from IEDB/IMGT. Task: Regression. Given a peptide amino acid sequence and an MHC pseudo amino acid sequence, predict their binding affinity value. This is MHC class I binding data. (1) The peptide sequence is MSQMPPHPY. The MHC is HLA-B27:03 with pseudo-sequence HLA-B27:03. The binding affinity (normalized) is 0.0847. (2) The peptide sequence is LTMNLVSDI. The MHC is HLA-B18:01 with pseudo-sequence HLA-B18:01. The binding affinity (normalized) is 0.0847.